From a dataset of Forward reaction prediction with 1.9M reactions from USPTO patents (1976-2016). Predict the product of the given reaction. The product is: [CH3:2][O:3][C:4](=[O:26])[CH:5]([O:23][CH2:24][CH3:25])[CH2:6][C:7]1[CH:12]=[CH:11][C:10]([CH2:46][CH2:45][N:41]([CH2:42][CH2:44][CH2:4][CH2:5][CH2:6][CH2:7][CH3:8])[C:36]([NH:35][C:29]2[CH:30]=[CH:31][C:32]([F:34])=[CH:33][C:28]=2[F:27])=[O:37])=[CH:9][CH:8]=1. Given the reactants Cl.[CH3:2][O:3][C:4](=[O:26])[CH:5]([O:23][CH2:24][CH3:25])[CH2:6][C:7]1[CH:12]=[CH:11][CH:10]=[C:9](CCNCCCCCCC)[CH:8]=1.[F:27][C:28]1[CH:33]=[C:32]([F:34])[CH:31]=[CH:30][C:29]=1[N:35]=[C:36]=[O:37].C([N:41]([CH2:45][CH3:46])[CH:42]([CH3:44])C)(C)C.Cl, predict the reaction product.